Dataset: hERG potassium channel inhibition data for cardiac toxicity prediction from Karim et al.. Task: Regression/Classification. Given a drug SMILES string, predict its toxicity properties. Task type varies by dataset: regression for continuous values (e.g., LD50, hERG inhibition percentage) or binary classification for toxic/non-toxic outcomes (e.g., AMES mutagenicity, cardiotoxicity, hepatotoxicity). Dataset: herg_karim. (1) The compound is CNS(=O)(=O)c1ccc(-c2cnc(N)c(-c3ccc(C(F)(F)F)nc3)n2)cc1. The result is 0 (non-blocker). (2) The drug is O=C(O)C[C@H]1COC2(CCN(c3ccc(-c4nc5cc(C(F)(F)F)ccc5[nH]4)cn3)CC2)C1. The result is 1 (blocker). (3) The compound is Cc1nc2cc(F)c(F)cc2c(=O)n1-c1ccc(OC2CCN(C3CCC3)CC2)cc1. The result is 0 (non-blocker). (4) The molecule is COc1cc(/C=C/c2nc(NCc3ccccc3)c3c4c(sc3n2)CCC4)ccc1-n1cnc(C)c1. The result is 1 (blocker). (5) The molecule is N#Cc1ccccc1C[C@@H](C(=O)O)N1CCC(CN2CCC(Oc3ccc(Cl)c(Cl)c3)CC2)CC1. The result is 0 (non-blocker). (6) The result is 0 (non-blocker). The compound is CCOc1ccccc1OCC[NH2+][C@H](C)Cc1ccc(OC)c(S(N)(=O)=O)c1. (7) The compound is C[C@@H]1CN(CC2(c3ccncc3)CC2)CCN1S(=O)(=O)c1ccc(C(C)(O)C(F)(F)F)cc1. The result is 1 (blocker).